This data is from Forward reaction prediction with 1.9M reactions from USPTO patents (1976-2016). The task is: Predict the product of the given reaction. Given the reactants [Cl:1][C:2]1[S:6][C:5]([C:7]2[CH:12]=[C:11]([C:13]([F:16])([F:15])[F:14])[N:10]=[C:9]([N:17]3[CH:21]=[C:20](I)[N:19]=[CH:18]3)[N:8]=2)=[CH:4][CH:3]=1.[C:23]([NH:27][S:28]([C:31]1[CH:32]=[C:33](B(O)O)[CH:34]=[CH:35][CH:36]=1)(=[O:30])=[O:29])([CH3:26])([CH3:25])[CH3:24], predict the reaction product. The product is: [C:23]([NH:27][S:28]([C:31]1[CH:32]=[CH:33][CH:34]=[C:35]([C:20]2[N:19]=[CH:18][N:17]([C:9]3[N:8]=[C:7]([C:5]4[S:6][C:2]([Cl:1])=[CH:3][CH:4]=4)[CH:12]=[C:11]([C:13]([F:16])([F:15])[F:14])[N:10]=3)[CH:21]=2)[CH:36]=1)(=[O:30])=[O:29])([CH3:26])([CH3:24])[CH3:25].